This data is from Forward reaction prediction with 1.9M reactions from USPTO patents (1976-2016). The task is: Predict the product of the given reaction. (1) Given the reactants [OH:1][CH:2]1[CH2:7][CH2:6][N:5]([C:8]([O:10][C:11]([CH3:14])([CH3:13])[CH3:12])=[O:9])[CH2:4][CH2:3]1.N(C(OC(C)(C)C)=O)=NC(OC(C)(C)C)=O.[Br:31][C:32]1[CH:37]=[CH:36][C:35]([F:38])=[CH:34][C:33]=1O.C1(P(C2C=CC=CC=2)C2C=CC=CC=2)C=CC=CC=1, predict the reaction product. The product is: [Br:31][C:32]1[CH:37]=[CH:36][C:35]([F:38])=[CH:34][C:33]=1[O:1][CH:2]1[CH2:3][CH2:4][N:5]([C:8]([O:10][C:11]([CH3:14])([CH3:13])[CH3:12])=[O:9])[CH2:6][CH2:7]1. (2) Given the reactants [CH3:1][O:2][C:3]1[CH:9]=[C:8]([O:10][C:11]2[CH:12]=[N:13][C:14]([CH2:17][O:18][CH3:19])=[CH:15][CH:16]=2)[CH:7]=[CH:6][C:4]=1[NH2:5].Cl.[N:21]([O-])=O.[Na+].[OH-].[K+].[CH3:27][CH:28](C(=O)C)[C:29]([O:31][CH2:32][CH3:33])=[O:30], predict the reaction product. The product is: [CH3:1][O:2][C:3]1[CH:9]=[C:8]([O:10][C:11]2[CH:12]=[N:13][C:14]([CH2:17][O:18][CH3:19])=[CH:15][CH:16]=2)[CH:7]=[CH:6][C:4]=1[NH:5][N:21]=[C:28]([CH3:27])[C:29]([O:31][CH2:32][CH3:33])=[O:30]. (3) Given the reactants [CH3:1][C:2]1[CH:6]=[C:5]([CH3:7])[N:4]([C:8]2[CH:9]=[C:10]([CH:25]=[CH:26][CH:27]=2)[O:11][C:12]2[CH:24]=[CH:23][C:22]3[C:21]4[C:16](=[CH:17][CH:18]=[CH:19][CH:20]=4)[NH:15][C:14]=3[CH:13]=2)[N:3]=1.Cl[C:29]1[CH:34]=[C:33]([C:35]2[CH:40]=[CH:39][CH:38]=[CH:37][CH:36]=2)[CH:32]=[CH:31][N:30]=1, predict the reaction product. The product is: [CH3:1][C:2]1[CH:6]=[C:5]([CH3:7])[N:4]([C:8]2[CH:9]=[C:10]([CH:25]=[CH:26][CH:27]=2)[O:11][C:12]2[CH:24]=[CH:23][C:22]3[C:21]4[C:16](=[CH:17][CH:18]=[CH:19][CH:20]=4)[N:15]([C:29]4[CH:34]=[C:33]([C:35]5[CH:40]=[CH:39][CH:38]=[CH:37][CH:36]=5)[CH:32]=[CH:31][N:30]=4)[C:14]=3[CH:13]=2)[N:3]=1. (4) Given the reactants Cl.[NH2:2][CH2:3][C:4]1[CH:12]=[CH:11][CH:10]=[C:9]2[C:5]=1[C:6](=[O:22])[N:7]([CH:14]1[CH2:19][CH2:18][C:17](=[O:20])[NH:16][C:15]1=[O:21])[C:8]2=[O:13].C(N(C(C)C)CC)(C)C.[F:32][C:33]1[CH:41]=[CH:40][C:36]([C:37](Cl)=[O:38])=[CH:35][CH:34]=1.CO, predict the reaction product. The product is: [O:21]=[C:15]1[CH:14]([N:7]2[C:6](=[O:22])[C:5]3[C:9](=[CH:10][CH:11]=[CH:12][C:4]=3[CH2:3][NH:2][C:37](=[O:38])[C:36]3[CH:40]=[CH:41][C:33]([F:32])=[CH:34][CH:35]=3)[C:8]2=[O:13])[CH2:19][CH2:18][C:17](=[O:20])[NH:16]1. (5) Given the reactants [F:1][C:2]([F:54])([F:53])[C:3]1[CH:4]=[C:5]([CH:46]=[C:47]([C:49]([F:52])([F:51])[F:50])[CH:48]=1)[CH2:6][N:7]([CH2:23][C:24]1[CH:29]=[C:28]([C:30]([F:33])([F:32])[F:31])[CH:27]=[C:26]([CH3:34])[C:25]=1[C:35]1[CH:40]=[C:39]([CH:41]([CH3:43])[CH3:42])[CH:38]=[CH:37][C:36]=1[O:44][CH3:45])[C:8]1[N:13]=[CH:12][C:11]([O:14][CH2:15][CH2:16][CH2:17][C:18]([O:20]CC)=[O:19])=[CH:10][N:9]=1.[OH-].[Na+].Cl.C(OCC)(=O)C, predict the reaction product. The product is: [F:54][C:2]([F:1])([F:53])[C:3]1[CH:4]=[C:5]([CH:46]=[C:47]([C:49]([F:50])([F:51])[F:52])[CH:48]=1)[CH2:6][N:7]([CH2:23][C:24]1[CH:29]=[C:28]([C:30]([F:33])([F:32])[F:31])[CH:27]=[C:26]([CH3:34])[C:25]=1[C:35]1[CH:40]=[C:39]([CH:41]([CH3:43])[CH3:42])[CH:38]=[CH:37][C:36]=1[O:44][CH3:45])[C:8]1[N:9]=[CH:10][C:11]([O:14][CH2:15][CH2:16][CH2:17][C:18]([OH:20])=[O:19])=[CH:12][N:13]=1.